Dataset: Forward reaction prediction with 1.9M reactions from USPTO patents (1976-2016). Task: Predict the product of the given reaction. (1) Given the reactants [Br:1][C:2]1[S:3][C:4]2[CH:10]=[C:9]([CH2:11][OH:12])[CH:8]=[CH:7][C:5]=2[N:6]=1.CCN(C(C)C)C(C)C.C(O)CO.O.[CH3:27][S:28](Cl)(=[O:30])=[O:29], predict the reaction product. The product is: [CH3:27][S:28]([O:12][CH2:11][C:9]1[CH:8]=[CH:7][C:5]2[N:6]=[C:2]([Br:1])[S:3][C:4]=2[CH:10]=1)(=[O:30])=[O:29]. (2) Given the reactants [H-].[Na+].[CH2:3]([NH:5][C:6](=[O:21])[C:7]([CH2:19][OH:20])([C:13]1[CH:18]=[CH:17][CH:16]=[CH:15][CH:14]=1)[C:8]([NH:10][CH2:11][CH3:12])=[O:9])[CH3:4].Br[CH2:23][CH2:24][C:25]([O:27][CH3:28])=[O:26], predict the reaction product. The product is: [CH3:28][O:27][C:25](=[O:26])[CH2:24][CH2:23][O:20][CH2:19][C:7]([C:6](=[O:21])[NH:5][CH2:3][CH3:4])([C:8](=[O:9])[NH:10][CH2:11][CH3:12])[C:13]1[CH:14]=[CH:15][CH:16]=[CH:17][CH:18]=1. (3) Given the reactants [N:1]([C@@H:4]1[C@@H:8]([O:9][CH2:10][C:11]#[C:12][C:13]2[CH:18]=[CH:17][CH:16]=[CH:15][CH:14]=2)[CH2:7][N:6]([C:19]([O:21][C:22]([CH3:25])([CH3:24])[CH3:23])=[O:20])[CH2:5]1)=[N+:2]=[N-:3], predict the reaction product. The product is: [C:13]1([C:12]2[N:3]=[N:2][N:1]3[C:11]=2[CH2:10][O:9][C@H:8]2[CH2:7][N:6]([C:19]([O:21][C:22]([CH3:25])([CH3:24])[CH3:23])=[O:20])[CH2:5][C@H:4]32)[CH:14]=[CH:15][CH:16]=[CH:17][CH:18]=1.